From a dataset of Catalyst prediction with 721,799 reactions and 888 catalyst types from USPTO. Predict which catalyst facilitates the given reaction. (1) Reactant: Br[C:2]1[CH:3]=[C:4]2[C:8](=[C:9]([C:11]([NH2:13])=[O:12])[CH:10]=1)[NH:7][CH:6]=[C:5]2[CH:14]1[CH2:19][CH2:18][CH2:17][S:16](=[O:21])(=[O:20])[CH2:15]1.[S:22]1[CH:26]=[CH:25][CH:24]=[C:23]1B(O)O.C(=O)([O-])[O-].[K+].[K+]. Product: [O:20]=[S:16]1(=[O:21])[CH2:17][CH2:18][CH2:19][CH:14]([C:5]2[C:4]3[C:8](=[C:9]([C:11]([NH2:13])=[O:12])[CH:10]=[C:2]([C:23]4[S:22][CH:26]=[CH:25][CH:24]=4)[CH:3]=3)[NH:7][CH:6]=2)[CH2:15]1. The catalyst class is: 117. (2) Reactant: I[C:2]1[CH:3]=[C:4]([CH:10]=[CH:11][CH:12]=1)[C:5]([O:7][CH2:8][CH3:9])=[O:6].C(=O)=O.CC#N.C([Mg]Cl)(C)C.CCOCC.[Cl:29][C:30]1[CH:31]=[C:32]([CH:35]=[CH:36][CH:37]=1)[CH:33]=[O:34].[I-]. Product: [Cl:29][C:30]1[CH:31]=[C:32]([CH:33]([OH:34])[C:2]2[CH:3]=[C:4]([CH:10]=[CH:11][CH:12]=2)[C:5]([O:7][CH2:8][CH3:9])=[O:6])[CH:35]=[CH:36][CH:37]=1. The catalyst class is: 7.